Dataset: Catalyst prediction with 721,799 reactions and 888 catalyst types from USPTO. Task: Predict which catalyst facilitates the given reaction. (1) Reactant: [NH2:1][C:2]1[CH:7]=[CH:6][C:5]([CH:8]2[CH2:12][CH2:11][N:10]([C:13]([O:15][C:16]([CH3:19])([CH3:18])[CH3:17])=[O:14])[CH2:9]2)=[CH:4][CH:3]=1.C(N(CC)CC)C.Cl[C:28]([O:30][C:31]1[CH:36]=[CH:35][CH:34]=[CH:33][CH:32]=1)=[O:29]. Product: [C:16]([O:15][C:13]([N:10]1[CH2:11][CH2:12][CH:8]([C:5]2[CH:4]=[CH:3][C:2]([NH:1][C:28]([O:30][C:31]3[CH:36]=[CH:35][CH:34]=[CH:33][CH:32]=3)=[O:29])=[CH:7][CH:6]=2)[CH2:9]1)=[O:14])([CH3:19])([CH3:18])[CH3:17]. The catalyst class is: 1. (2) Reactant: [F:1][CH:2]([F:29])[O:3][C:4]1[CH:9]=[CH:8][C:7]([C:10]2[O:11][CH:12]=[C:13]([CH2:15][CH2:16][C:17]([C:19]3[CH:24]=[CH:23][CH:22]=[CH:21][C:20]=3[O:25][CH2:26][CH3:27])=[O:18])[N:14]=2)=[CH:6][C:5]=1[OH:28].[CH2:30]1[CH2:40]CN2C(=NCCC2)[CH2:32][CH2:31]1.BrCCC=C.O. Product: [CH2:32]([O:28][C:5]1[CH:6]=[C:7]([C:10]2[O:11][CH:12]=[C:13]([CH2:15][CH2:16][C:17]([C:19]3[CH:24]=[CH:23][CH:22]=[CH:21][C:20]=3[O:25][CH2:26][CH3:27])=[O:18])[N:14]=2)[CH:8]=[CH:9][C:4]=1[O:3][CH:2]([F:1])[F:29])[CH2:31][CH:30]=[CH2:40]. The catalyst class is: 162. (3) Reactant: B(Br)(Br)Br.C[O:6][C:7]1[CH:12]=[CH:11][CH:10]=[C:9]([C:13]([Cl:17])=[C:14]([Cl:16])[Cl:15])[CH:8]=1. Product: [Cl:17][C:13]([C:9]1[CH:8]=[C:7]([OH:6])[CH:12]=[CH:11][CH:10]=1)=[C:14]([Cl:15])[Cl:16]. The catalyst class is: 2.